From a dataset of Forward reaction prediction with 1.9M reactions from USPTO patents (1976-2016). Predict the product of the given reaction. (1) The product is: [Cl:70][C:66]1[CH:65]=[C:64]([C:61]2[CH:60]=[CH:59][C:58]([CH2:57][C@@H:56]([NH:71][C:13]([C:4]3[NH:3][C:2](=[O:1])[N:6]([C:7]4[CH:8]=[CH:9][CH:10]=[CH:11][CH:12]=4)[N:5]=3)=[O:15])[CH2:55][C@@H:54]([OH:72])[C:53]([OH:73])=[O:52])=[CH:63][CH:62]=2)[CH:69]=[CH:68][CH:67]=1. Given the reactants [O:1]=[C:2]1[N:6]([C:7]2[CH:12]=[CH:11][CH:10]=[CH:9][CH:8]=2)[N:5]=[C:4]([C:13]([OH:15])=O)[NH:3]1.CN(C(ON1N=NC2C=CC(=CC1=2)Cl)=[N+](C)C)C.F[P-](F)(F)(F)(F)F.CCN(C(C)C)C(C)C.C([O:52][C:53](=[O:73])[C@H:54]([OH:72])[CH2:55][C@H:56]([NH2:71])[CH2:57][C:58]1[CH:63]=[CH:62][C:61]([C:64]2[CH:69]=[CH:68][CH:67]=[C:66]([Cl:70])[CH:65]=2)=[CH:60][CH:59]=1)C.CCO.[Li+].[OH-].O, predict the reaction product. (2) Given the reactants [C:1]([O:5][C:6]([C:8]1[CH:9]=[C:10](/[CH:14]=[CH:15]/[C:16]([O:18]CC)=[O:17])[CH:11]=[CH:12][CH:13]=1)=[O:7])([CH3:4])([CH3:3])[CH3:2].[OH-].[Na+], predict the reaction product. The product is: [C:1]([O:5][C:6]([C:8]1[CH:9]=[C:10](/[CH:14]=[CH:15]/[C:16]([OH:18])=[O:17])[CH:11]=[CH:12][CH:13]=1)=[O:7])([CH3:4])([CH3:2])[CH3:3].